This data is from Forward reaction prediction with 1.9M reactions from USPTO patents (1976-2016). The task is: Predict the product of the given reaction. (1) Given the reactants Cl.[Br:2][C:3]1[CH:4]=[C:5]2[C:9](=[CH:10][C:11]=1[F:12])[CH2:8][NH:7][CH2:6]2.[OH-].[Na+].[CH3:15][C:16]([O:19][C:20](O[C:20]([O:19][C:16]([CH3:18])([CH3:17])[CH3:15])=[O:21])=[O:21])([CH3:18])[CH3:17], predict the reaction product. The product is: [Br:2][C:3]1[CH:4]=[C:5]2[C:9](=[CH:10][C:11]=1[F:12])[CH2:8][N:7]([C:20]([O:19][C:16]([CH3:18])([CH3:17])[CH3:15])=[O:21])[CH2:6]2. (2) The product is: [NH:6]1[C:7]2[C:12](=[CH:11][CH:10]=[CH:9][CH:8]=2)[C:4]([CH2:3][CH2:2][NH:1][CH2:19][C:18]2[CH:21]=[CH:22][C:15]([C:13]#[N:14])=[CH:16][CH:17]=2)=[CH:5]1. Given the reactants [NH2:1][CH2:2][CH2:3][C:4]1[C:12]2[C:7](=[CH:8][CH:9]=[CH:10][CH:11]=2)[NH:6][CH:5]=1.[C:13]([C:15]1[CH:22]=[CH:21][C:18]([CH:19]=O)=[CH:17][CH:16]=1)#[N:14].[BH4-].[Na+], predict the reaction product.